From a dataset of Forward reaction prediction with 1.9M reactions from USPTO patents (1976-2016). Predict the product of the given reaction. Given the reactants [C:1]([O:5][C:6]([N:8]1[C@@:12](C(C)(C)C)([CH2:13][NH:14][C:15]2[CH:20]=[CH:19][CH:18]=[C:17]([Cl:21])[CH:16]=2)[CH2:11][O:10][C:9]1([CH3:27])[CH3:26])=[O:7])([CH3:4])([CH3:3])[CH3:2].CO[CH:30](OC)[C:31]1[CH:36]=[CH:35][C:34]([O:37][CH3:38])=[CH:33][CH:32]=1, predict the reaction product. The product is: [C:1]([O:5][C:6]([N:8]1[C@@H:12]([CH2:13][N:14]([C:15]2[CH:20]=[CH:19][CH:18]=[C:17]([Cl:21])[CH:16]=2)[CH2:30][C:31]2[CH:36]=[CH:35][C:34]([O:37][CH3:38])=[CH:33][CH:32]=2)[CH2:11][O:10][C:9]1([CH3:27])[CH3:26])=[O:7])([CH3:3])([CH3:4])[CH3:2].